Dataset: Experimentally validated miRNA-target interactions with 360,000+ pairs, plus equal number of negative samples. Task: Binary Classification. Given a miRNA mature sequence and a target amino acid sequence, predict their likelihood of interaction. The miRNA is mmu-miR-546 with sequence AUGGUGGCACGGAGUC. The protein sequence of the target gene is MNKHPWKNQLSEMVQPSGGPAEDQDMLGEESSLGKPAMLHLPSEQGTPETLQRCLEENQELRDAIRQSNQMLRERCEELLHFQVSQREEKEFLMCKFQEARKLVERLSLEKLDLRSQREQALKELEQLKKCQQQMAEDKASVKAQVTSLLGELQESQSRLEAATKDRQALEGRIRAVSEQVRQLESEREVLQQQHSVQVDQLRMQNQSVEAALRMERQAASEEKRKLAQLQAAYHQLFQDYDSHIKSSKGMQLEDLRQQLQQAEEALVAKQELIDKLKEEAEQHKIVMETVPVLKAQADI.... Result: 1 (interaction).